This data is from Catalyst prediction with 721,799 reactions and 888 catalyst types from USPTO. The task is: Predict which catalyst facilitates the given reaction. (1) Reactant: Cl[C:2]1[C:11]2[C:6](=[CH:7][CH:8]=[C:9]([NH:12][S:13]([C:16]3[CH:21]=[CH:20][CH:19]=[CH:18][CH:17]=3)(=[O:15])=[O:14])[CH:10]=2)[CH:5]=[N:4][CH:3]=1.[CH3:22][N:23]1[CH:27]=[C:26]([C:28]2[CH:33]=[CH:32][C:31](B3OC(C)(C)C(C)(C)O3)=[CH:30][CH:29]=2)[CH:25]=[N:24]1.C(=O)([O-])[O-].[Na+].[Na+].C(#N)C. Product: [CH3:22][N:23]1[CH:27]=[C:26]([C:28]2[CH:29]=[CH:30][C:31]([C:2]3[C:11]4[C:6](=[CH:7][CH:8]=[C:9]([NH:12][S:13]([C:16]5[CH:21]=[CH:20][CH:19]=[CH:18][CH:17]=5)(=[O:15])=[O:14])[CH:10]=4)[CH:5]=[N:4][CH:3]=3)=[CH:32][CH:33]=2)[CH:25]=[N:24]1. The catalyst class is: 263. (2) Reactant: [CH3:1][C:2]1[C:7]([C:8]([CH3:12])([CH3:11])[CH2:9][CH3:10])=[CH:6][CH:5]=[CH:4][C:3]=1[NH:13]C=O.[OH-].[K+].CO. Product: [CH3:12][C:8]([C:7]1[C:2]([CH3:1])=[C:3]([NH2:13])[CH:4]=[CH:5][CH:6]=1)([CH3:11])[CH2:9][CH3:10]. The catalyst class is: 6. (3) Reactant: [Cl:1][C:2]1[N:6]2[CH:7]=[C:8]([C:15]3[CH2:16][CH2:17][NH:18][CH2:19][CH:20]=3)[CH:9]=[C:10]([C:11]([F:14])([F:13])[F:12])[C:5]2=[N:4][C:3]=1[C:21]([N:23]1[CH2:27][CH2:26][CH:25]([C:28]2[CH:33]=[CH:32][CH:31]=[C:30]([F:34])[CH:29]=2)[CH2:24]1)=[O:22].C(N(CC)C(C)C)(C)C.[C:44](Cl)(=[O:46])[CH3:45]. Product: [Cl:1][C:2]1[N:6]2[CH:7]=[C:8]([C:15]3[CH2:16][CH2:17][N:18]([C:44](=[O:46])[CH3:45])[CH2:19][CH:20]=3)[CH:9]=[C:10]([C:11]([F:13])([F:14])[F:12])[C:5]2=[N:4][C:3]=1[C:21]([N:23]1[CH2:27][CH2:26][CH:25]([C:28]2[CH:33]=[CH:32][CH:31]=[C:30]([F:34])[CH:29]=2)[CH2:24]1)=[O:22]. The catalyst class is: 1.